Task: Predict the reactants needed to synthesize the given product.. Dataset: Full USPTO retrosynthesis dataset with 1.9M reactions from patents (1976-2016) (1) Given the product [Br:4][C:5]1[N:6]=[CH:7][C:8](=[O:12])[N:9]([CH2:21][C:18]2[CH:19]=[CH:20][C:15]([O:14][CH3:13])=[CH:16][CH:17]=2)[C:10]=1[Cl:11], predict the reactants needed to synthesize it. The reactants are: [H-].[Ca+2].[H-].[Br:4][C:5]1[N:6]=[CH:7][C:8]([OH:12])=[N:9][C:10]=1[Cl:11].[CH3:13][O:14][C:15]1[CH:20]=[CH:19][C:18]([CH2:21]Br)=[CH:17][CH:16]=1. (2) Given the product [Si:13]([O:1][CH2:2][C@H:3]1[C@@H:7]([OH:8])[CH:6]=[CH:5][CH2:4]1)([C:9]([CH3:12])([CH3:11])[CH3:10])([C:20]1[CH:21]=[CH:22][CH:23]=[CH:24][CH:25]=1)[C:14]1[CH:19]=[CH:18][CH:17]=[CH:16][CH:15]=1, predict the reactants needed to synthesize it. The reactants are: [OH:1][CH2:2][C@H:3]1[C@@H:7]([OH:8])[CH:6]=[CH:5][CH2:4]1.[C:9]([Si:13](Cl)([C:20]1[CH:25]=[CH:24][CH:23]=[CH:22][CH:21]=1)[C:14]1[CH:19]=[CH:18][CH:17]=[CH:16][CH:15]=1)([CH3:12])([CH3:11])[CH3:10]. (3) Given the product [Cl:1][C:2]1[CH:30]=[CH:29][CH:28]=[CH:27][C:3]=1[CH2:4][O:5][C:6]1[CH:25]=[CH:24][C:23]([F:26])=[CH:22][C:7]=1[CH2:8][N:9]1[C:17]2[CH:16]=[CH:15][CH:14]=[C:13]([C:18]([O-:20])=[O:19])[C:12]=2[CH:11]=[N:10]1.[Na+:37], predict the reactants needed to synthesize it. The reactants are: [Cl:1][C:2]1[CH:30]=[CH:29][CH:28]=[CH:27][C:3]=1[CH2:4][O:5][C:6]1[CH:25]=[CH:24][C:23]([F:26])=[CH:22][C:7]=1[CH2:8][N:9]1[C:17]2[CH:16]=[CH:15][CH:14]=[C:13]([C:18]([O:20]C)=[O:19])[C:12]=2[CH:11]=[N:10]1.C1COCC1.[OH-].[Na+:37]. (4) Given the product [OH:1][C@:2]1([CH2:9][NH:10][C:11]([C:13]2[C:14]3[CH:15]=[CH:16][C:17]([N:39]4[CH2:40][CH2:41][CH:37]([CH:34]5[CH2:36][CH2:35]5)[C:38]4([CH3:43])[NH2:27])=[N:18][C:19]=3[CH:20]=[CH:21][C:22]=2[Cl:23])=[O:12])[CH2:7][CH2:6][CH2:5][C@@H:4]([CH3:8])[CH2:3]1, predict the reactants needed to synthesize it. The reactants are: [OH:1][C@:2]1([CH2:9][NH:10][C:11]([C:13]2[C:14]3[CH:15]=[CH:16][C:17](Cl)=[N:18][C:19]=3[CH:20]=[CH:21][C:22]=2[Cl:23])=[O:12])[CH2:7][CH2:6][CH2:5][C@@H:4]([CH3:8])[CH2:3]1.CC[N:27](C(C)C)C(C)C.[CH:34]1([CH:37]2[CH2:41][CH2:40][N:39](N)[CH:38]2[CH3:43])[CH2:36][CH2:35]1.